From a dataset of Peptide-MHC class II binding affinity with 134,281 pairs from IEDB. Regression. Given a peptide amino acid sequence and an MHC pseudo amino acid sequence, predict their binding affinity value. This is MHC class II binding data. (1) The peptide sequence is YEDAKSPLTASKLTY. The MHC is DRB1_0405 with pseudo-sequence DRB1_0405. The binding affinity (normalized) is 0.217. (2) The MHC is DRB3_0301 with pseudo-sequence DRB3_0301. The peptide sequence is KKPDKPSLDISLETVAID. The binding affinity (normalized) is 0.671. (3) The binding affinity (normalized) is 0. The peptide sequence is AQTTANPSCPEGT. The MHC is DRB3_0101 with pseudo-sequence DRB3_0101.